This data is from Catalyst prediction with 721,799 reactions and 888 catalyst types from USPTO. The task is: Predict which catalyst facilitates the given reaction. (1) The catalyst class is: 755. Product: [CH3:1][O:2][C:3]([C:5]1[CH:10]=[CH:9][C:8]([C:15]2[C:28]3[C:29]4=[C:30]5[C:25](=[CH:26][CH:27]=3)[C:24]([C:8]3[CH:9]=[CH:10][C:5]([C:3]([O:2][CH3:1])=[O:4])=[CH:6][CH:7]=3)=[CH:23][C:22]([C:8]3[CH:9]=[CH:10][C:5]([C:3]([O:2][CH3:1])=[O:4])=[CH:6][CH:7]=3)=[C:21]5[CH:20]=[CH:19][C:18]4=[C:17]([C:8]3[CH:9]=[CH:10][C:5]([C:3]([O:2][CH3:1])=[O:4])=[CH:6][CH:7]=3)[CH:16]=2)=[CH:7][CH:6]=1)=[O:4]. Reactant: [CH3:1][O:2][C:3]([C:5]1[CH:10]=[CH:9][C:8](B(O)O)=[CH:7][CH:6]=1)=[O:4].Br[C:15]1[C:28]2[C:29]3=[C:30]4[C:25](=[CH:26][CH:27]=2)[C:24](Br)=[CH:23][C:22](Br)=[C:21]4[CH:20]=[CH:19][C:18]3=[C:17](Br)[CH:16]=1.[K]. (2) Reactant: C(N(C(C)C)CC)(C)C.[F:10][C:11]1[CH:12]=[C:13]2[C:18](=[CH:19][C:20]=1[F:21])[N:17]=[C:16]([C:22]([OH:24])=O)[C:15]([OH:25])=[N:14]2.[Cl:26][C:27]1[CH:28]=[C:29]([CH:36]=[CH:37][CH:38]=1)[CH2:30][CH:31]1[CH2:35][CH2:34][CH2:33][NH:32]1. Product: [Cl:26][C:27]1[CH:28]=[C:29]([CH:36]=[CH:37][CH:38]=1)[CH2:30][CH:31]1[CH2:35][CH2:34][CH2:33][N:32]1[C:22]([C:16]1[C:15]([OH:25])=[N:14][C:13]2[C:18](=[CH:19][C:20]([F:21])=[C:11]([F:10])[CH:12]=2)[N:17]=1)=[O:24]. The catalyst class is: 3.